Regression/Classification. Given a drug SMILES string, predict its toxicity properties. Task type varies by dataset: regression for continuous values (e.g., LD50, hERG inhibition percentage) or binary classification for toxic/non-toxic outcomes (e.g., AMES mutagenicity, cardiotoxicity, hepatotoxicity). Dataset: herg_karim. From a dataset of hERG potassium channel inhibition data for cardiac toxicity prediction from Karim et al.. (1) The molecule is Cc1ccc(OC(=O)N(CC(=O)O)Cc2cccc(OCc3nc(-c4ccc(C#N)cc4)oc3C)c2)cc1. The result is 0 (non-blocker). (2) The drug is Cc1c(C)n(Cc2ccc(-c3ccccc3C(=O)O)cc2)c2ccc(C(=O)N[C@@H](C)c3ccc([N+](=O)[O-])cc3)cc12. The result is 0 (non-blocker).